This data is from Peptide-MHC class II binding affinity with 134,281 pairs from IEDB. The task is: Regression. Given a peptide amino acid sequence and an MHC pseudo amino acid sequence, predict their binding affinity value. This is MHC class II binding data. (1) The peptide sequence is KVAATAANAAPANDKFTVFE. The MHC is DRB1_1501 with pseudo-sequence DRB1_1501. The binding affinity (normalized) is 0.203. (2) The peptide sequence is PKLEFGSLIVNPSLN. The MHC is H-2-IAb with pseudo-sequence H-2-IAb. The binding affinity (normalized) is 0.739. (3) The peptide sequence is FQTVGSGLDHILSLA. The MHC is DRB5_0101 with pseudo-sequence DRB5_0101. The binding affinity (normalized) is 0.117. (4) The peptide sequence is TPFSLAEGIVLASAA. The MHC is HLA-DQA10501-DQB10402 with pseudo-sequence HLA-DQA10501-DQB10402. The binding affinity (normalized) is 0.289. (5) The binding affinity (normalized) is 0.435. The peptide sequence is VLTHVKINDKCPSTG. The MHC is DRB3_0301 with pseudo-sequence DRB3_0301.